This data is from Full USPTO retrosynthesis dataset with 1.9M reactions from patents (1976-2016). The task is: Predict the reactants needed to synthesize the given product. (1) Given the product [NH:20]1[CH:10]=[CH:2][C:1]([C:4]2[CH:9]=[CH:8][N:7]=[CH:6][CH:5]=2)=[N:21]1, predict the reactants needed to synthesize it. The reactants are: [C:1]([C:4]1[CH:9]=[CH:8][N:7]=[CH:6][CH:5]=1)(=O)[CH3:2].[CH:10](OCC)=O.C[O-].[Na+].Cl.Cl.[NH2:20][NH2:21].[OH-].[Na+]. (2) Given the product [CH3:24][C:2]1[C:3]([NH:17][C:18](=[O:23])[C:19]([CH3:22])([CH3:21])[CH3:20])=[CH:4][C:5]2[C:9]3[CH:10]=[CH:11][CH:12]=[CH:13][C:8]=3[S:7](=[O:15])(=[O:14])[C:6]=2[CH:16]=1, predict the reactants needed to synthesize it. The reactants are: Br[C:2]1[C:3]([NH:17][C:18](=[O:23])[C:19]([CH3:22])([CH3:21])[CH3:20])=[CH:4][C:5]2[C:9]3[CH:10]=[CH:11][CH:12]=[CH:13][C:8]=3[S:7](=[O:15])(=[O:14])[C:6]=2[CH:16]=1.[C:24]([Li])(C)(C)C.CCCCC.IC.C([O-])(=O)C.[NH4+]. (3) Given the product [CH2:1]([O:3][C:4]([C:6]1[C:7]([C:25]2[CH:24]=[CH:8][CH:7]=[CH:6][CH:4]=2)=[CH:23][N:21]=[N:22][C:8]=1[C:9]1[CH:14]=[CH:13][CH:12]=[CH:11][CH:10]=1)=[O:5])[CH3:2], predict the reactants needed to synthesize it. The reactants are: [CH2:1]([O:3][C:4]([CH:6]1[C:8]([C:9]2[CH:14]=[CH:13][CH:12]=[CH:11][CH:10]=2)=[C:7]1C1C=CC=CC=1)=[O:5])[CH3:2].[N+:21](=[CH2:23])=[N-:22].[C:24](O)(=O)[CH3:25].N#N. (4) Given the product [ClH:38].[Cl:38][CH2:37][C@H:13]1[C:12]2[C:16](=[CH:17][C:9]([OH:8])=[C:10]3[CH:41]=[C:40]([CH3:42])[S:39][C:11]3=2)[N:15]([C:18]([C:20]2[NH:21][C:22]3[C:27]([CH:28]=2)=[CH:26][C:25]([O:29][CH2:30][CH2:31][N:32]2[CH2:33][CH2:34][CH2:35][CH2:36]2)=[CH:24][CH:23]=3)=[O:19])[CH2:14]1, predict the reactants needed to synthesize it. The reactants are: C([O:8][C:9]1[CH:17]=[C:16]2[C:12]([C@H:13]([CH2:37][Cl:38])[CH2:14][N:15]2[C:18]([C:20]2[NH:21][C:22]3[C:27]([CH:28]=2)=[CH:26][C:25]([O:29][CH2:30][CH2:31][N:32]2[CH2:36][CH2:35][CH2:34][CH2:33]2)=[CH:24][CH:23]=3)=[O:19])=[C:11]2[S:39][C:40]([CH3:42])=[CH:41][C:10]=12)C1C=CC=CC=1. (5) Given the product [CH:20]12[N:15]([C:4]3[CH:3]=[C:2]([C:25]4[C:24]([CH3:23])=[N:29][CH:28]=[C:27]([NH2:30])[CH:26]=4)[CH:7]=[N:6][C:5]=3[O:8][CH:9]3[CH2:14][CH2:13][O:12][CH2:11][CH2:10]3)[CH:16]([CH2:22][CH2:21]1)[CH2:17][O:18][CH2:19]2, predict the reactants needed to synthesize it. The reactants are: Br[C:2]1[CH:3]=[C:4]([N:15]2[CH:20]3[CH2:21][CH2:22][CH:16]2[CH2:17][O:18][CH2:19]3)[C:5]([O:8][CH:9]2[CH2:14][CH2:13][O:12][CH2:11][CH2:10]2)=[N:6][CH:7]=1.[CH3:23][C:24]1[N:29]=[CH:28][C:27]([NH2:30])=[CH:26][C:25]=1B1OC(C)(C)C(C)(C)O1. (6) Given the product [C:29]([O:1][CH2:2][C:3]1([CH2:16][O:17][C:22](=[O:18])[CH2:21][CH3:20])[C:15]2[CH:14]=[CH:13][CH:12]=[CH:11][C:10]=2[C:9]2[C:4]1=[CH:5][CH:6]=[CH:7][CH:8]=2)(=[O:32])[CH2:30][CH3:31], predict the reactants needed to synthesize it. The reactants are: [OH:1][CH2:2][C:3]1([CH2:16][OH:17])[C:15]2[CH:14]=[CH:13][CH:12]=[CH:11][C:10]=2[C:9]2[C:4]1=[CH:5][CH:6]=[CH:7][CH:8]=2.[O:18]1[CH2:22][CH2:21][CH2:20]C1.N1C=CC=CC=1.[C:29](Cl)(=[O:32])[CH2:30][CH3:31]. (7) Given the product [Cl:38][C:25]1[C:24]2[C:19](=[CH:20][CH:21]=[CH:22][CH:23]=2)[N:18]=[C:17]([N:14]2[CH2:15][CH2:16][N:11]([C:9]([NH:8][C:4]3[CH:5]=[CH:6][CH:7]=[C:2]([F:1])[CH:3]=3)=[O:10])[CH2:12][CH:13]2[CH:28]([CH3:30])[CH3:29])[N:26]=1, predict the reactants needed to synthesize it. The reactants are: [F:1][C:2]1[CH:3]=[C:4]([NH:8][C:9]([N:11]2[CH2:16][CH2:15][N:14]([C:17]3[NH:26][C:25](=O)[C:24]4[C:19](=[CH:20][CH:21]=[CH:22][CH:23]=4)[N:18]=3)[CH:13]([CH:28]([CH3:30])[CH3:29])[CH2:12]2)=[O:10])[CH:5]=[CH:6][CH:7]=1.C(=O)([O-])O.[Na+].P(Cl)(Cl)([Cl:38])=O. (8) Given the product [CH3:18][O:17][C:11]1[CH:12]=[C:13]([O:15][CH3:16])[N:14]=[C:9]([N:3]2[CH2:4][CH2:5][O:6][CH2:7][C@@H:2]2[CH3:1])[N:10]=1, predict the reactants needed to synthesize it. The reactants are: [CH3:1][C@H:2]1[CH2:7][O:6][CH2:5][CH2:4][NH:3]1.Cl[C:9]1[N:14]=[C:13]([O:15][CH3:16])[CH:12]=[C:11]([O:17][CH3:18])[N:10]=1.CCN(C(C)C)C(C)C.O. (9) Given the product [NH2:25][C:21]1[C:18]2[C:19](=[O:20])[N:13]([C:10]3[CH:11]=[CH:12][C:7]([C:32]4[CH:33]=[CH:34][CH:35]=[CH:36][C:31]=4[Cl:30])=[C:8]([F:27])[CH:9]=3)[CH2:14][C@@H:15]([CH3:26])[O:16][C:17]=2[N:24]=[CH:23][N:22]=1, predict the reactants needed to synthesize it. The reactants are: FC(F)(F)S(O[C:7]1[CH:12]=[CH:11][C:10]([N:13]2[C:19](=[O:20])[C:18]3[C:21]([NH2:25])=[N:22][CH:23]=[N:24][C:17]=3[O:16][C@H:15]([CH3:26])[CH2:14]2)=[CH:9][C:8]=1[F:27])(=O)=O.[Cl:30][C:31]1[CH:36]=[CH:35][CH:34]=[CH:33][C:32]=1B(O)O.P([O-])([O-])([O-])=O.[K+].[K+].[K+].